Dataset: Reaction yield outcomes from USPTO patents with 853,638 reactions. Task: Predict the reaction yield, written as a fraction of the theoretical maximum amount of product (1.0 means a 100% yield; for example, 0.34 means a 34% yield). (1) The reactants are [F:1][C:2]1[CH:9]=[C:8]([OH:10])[CH:7]=[CH:6][C:3]=1[C:4]#[N:5].C(=O)([O-])[O-].[K+].[K+].[CH2:17](Br)[C:18]1[CH:23]=[CH:22][CH:21]=[CH:20][CH:19]=1.O. The catalyst is CN(C)C=O.C(OCC)(=O)C. The product is [CH2:17]([O:10][C:8]1[CH:7]=[CH:6][C:3]([C:4]#[N:5])=[C:2]([F:1])[CH:9]=1)[C:18]1[CH:23]=[CH:22][CH:21]=[CH:20][CH:19]=1. The yield is 0.780. (2) The reactants are [CH2:1]([C@H:8]1[CH2:13][CH2:12][N:11]([CH2:14][CH2:15][S:16]([C:19]2[CH:24]=[CH:23][C:22]([O:25][C:26](=[O:35])[C:27]3[CH:32]=[CH:31][C:30]([CH2:33]Cl)=[CH:29][CH:28]=3)=[CH:21][CH:20]=2)(=[O:18])=[O:17])[CH2:10][C@H:9]1[OH:36])[C:2]1[CH:7]=[CH:6][CH:5]=[CH:4][CH:3]=1.CCN(CC)CC.[NH:44]1[CH2:49][CH2:48][O:47][CH2:46][CH2:45]1. The catalyst is C(Cl)Cl. The product is [CH2:1]([C@H:8]1[CH2:13][CH2:12][N:11]([CH2:14][CH2:15][S:16]([C:19]2[CH:24]=[CH:23][C:22]([O:25][C:26](=[O:35])[C:27]3[CH:32]=[CH:31][C:30]([CH2:33][N:44]4[CH2:49][CH2:48][O:47][CH2:46][CH2:45]4)=[CH:29][CH:28]=3)=[CH:21][CH:20]=2)(=[O:18])=[O:17])[CH2:10][C@H:9]1[OH:36])[C:2]1[CH:7]=[CH:6][CH:5]=[CH:4][CH:3]=1. The yield is 0.320. (3) The reactants are [CH3:1][C:2]1[N:3]=[CH:4][N:5]([C:7]2[CH:14]=[CH:13][CH:12]=[CH:11][C:8]=2[C:9]#[N:10])[CH:6]=1.[CH3:15][N+:16]([CH3:18])=[CH2:17].[I-]. The catalyst is CN(C=O)C. The product is [CH3:15][N:16]([CH2:18][C:6]1[N:5]([C:7]2[CH:14]=[CH:13][CH:12]=[CH:11][C:8]=2[C:9]#[N:10])[CH:4]=[N:3][C:2]=1[CH3:1])[CH3:17]. The yield is 0.570.